Regression. Given two drug SMILES strings and cell line genomic features, predict the synergy score measuring deviation from expected non-interaction effect. From a dataset of NCI-60 drug combinations with 297,098 pairs across 59 cell lines. (1) Cell line: HS 578T. Synergy scores: CSS=-3.61, Synergy_ZIP=2.85, Synergy_Bliss=-1.87, Synergy_Loewe=-9.71, Synergy_HSA=-8.54. Drug 1: CS(=O)(=O)C1=CC(=C(C=C1)C(=O)NC2=CC(=C(C=C2)Cl)C3=CC=CC=N3)Cl. Drug 2: C1=NC2=C(N=C(N=C2N1C3C(C(C(O3)CO)O)O)F)N. (2) Drug 1: C1=C(C(=O)NC(=O)N1)N(CCCl)CCCl. Drug 2: B(C(CC(C)C)NC(=O)C(CC1=CC=CC=C1)NC(=O)C2=NC=CN=C2)(O)O. Cell line: K-562. Synergy scores: CSS=35.1, Synergy_ZIP=-6.42, Synergy_Bliss=-1.12, Synergy_Loewe=-0.404, Synergy_HSA=-0.867.